Dataset: Forward reaction prediction with 1.9M reactions from USPTO patents (1976-2016). Task: Predict the product of the given reaction. (1) Given the reactants [F:1][CH:2]([F:20])[O:3][C:4]1[CH:9]=[CH:8][C:7]([C:10]2[O:14][C:13]([C:15]([O:17]CC)=O)=[N:12][N:11]=2)=[CH:6][CH:5]=1.[NH:21]1[CH2:24][CH:23]([O:25][C:26]2[CH:39]=[CH:38][C:29]([CH2:30][N:31]3[CH2:37][C:33]4([CH2:36][O:35][CH2:34]4)[CH2:32]3)=[CH:28][CH:27]=2)[CH2:22]1, predict the reaction product. The product is: [CH2:36]1[C:33]2([CH2:32][N:31]([CH2:30][C:29]3[CH:28]=[CH:27][C:26]([O:25][CH:23]4[CH2:22][N:21]([C:15]([C:13]5[O:14][C:10]([C:7]6[CH:6]=[CH:5][C:4]([O:3][CH:2]([F:1])[F:20])=[CH:9][CH:8]=6)=[N:11][N:12]=5)=[O:17])[CH2:24]4)=[CH:39][CH:38]=3)[CH2:37]2)[CH2:34][O:35]1. (2) Given the reactants [F:1][C:2](F)(F)S([O-])(=O)=O.[C:9](C1N(C)N=[N+](COC2C=CC3C(=CC=CC=3)C=2)C=1)(C)([CH3:11])[CH3:10].[C:31](O)([CH3:34])([CH3:33])C.O1[CH2:40][CH2:39][CH2:38][CH2:37]1.[CH3:41][N:42]([CH3:45])[CH:43]=O.[C:46](#N)[CH3:47], predict the reaction product. The product is: [F-:1].[CH2:37]([N+:42]([CH2:45][CH2:33][CH2:31][CH3:34])([CH2:43][CH2:2][CH2:46][CH3:47])[CH2:41][CH2:10][CH2:9][CH3:11])[CH2:38][CH2:39][CH3:40]. (3) Given the reactants [CH3:1][C:2]([N:7]1[CH:11]=[C:10]([C:12]2[CH:17]=[CH:16][N:15]=[C:14]3[NH:18][CH:19]=[CH:20][C:13]=23)[CH:9]=[N:8]1)([CH3:6])[C:3](O)=[O:4].C1N=C[N:23](C(N2C=NC=C2)=O)C=1, predict the reaction product. The product is: [CH3:1][C:2]([N:7]1[CH:11]=[C:10]([C:12]2[CH:17]=[CH:16][N:15]=[C:14]3[NH:18][CH:19]=[CH:20][C:13]=23)[CH:9]=[N:8]1)([CH3:6])[C:3]([NH2:23])=[O:4]. (4) Given the reactants [CH2:1]([O:8][C:9]1[CH:14]=[CH:13][C:12]([CH3:15])=[CH:11][C:10]=1[CH2:16][C@@H:17]([OH:19])[CH3:18])[C:2]1[CH:7]=[CH:6][CH:5]=[CH:4][CH:3]=1.C[C@@H]1CO1, predict the reaction product. The product is: [CH2:1]([O:8][C:9]1[CH:14]=[CH:13][C:12]([CH3:15])=[CH:11][C:10]=1[CH2:16][C@H:17]([OH:19])[CH3:18])[C:2]1[CH:3]=[CH:4][CH:5]=[CH:6][CH:7]=1. (5) Given the reactants [Cl:1][C:2]1[CH:10]=[C:9]2[C:5]([CH:6]=[C:7]([C:11]([N:13]3[CH2:18][CH2:17][NH:16][CH2:15][CH2:14]3)=[O:12])[NH:8]2)=[CH:4][C:3]=1[O:19][CH:20]1[CH2:25][CH2:24][N:23]([CH:26]([CH3:28])[CH3:27])[CH2:22][CH2:21]1.[CH3:29][S:30](Cl)(=[O:32])=[O:31], predict the reaction product. The product is: [Cl:1][C:2]1[CH:10]=[C:9]2[C:5]([CH:6]=[C:7]([C:11]([N:13]3[CH2:18][CH2:17][N:16]([S:30]([CH3:29])(=[O:32])=[O:31])[CH2:15][CH2:14]3)=[O:12])[NH:8]2)=[CH:4][C:3]=1[O:19][CH:20]1[CH2:21][CH2:22][N:23]([CH:26]([CH3:28])[CH3:27])[CH2:24][CH2:25]1. (6) Given the reactants [H-].[Al+3].[Li+].[H-].[H-].[H-].[C:7]([N:11]1[C:15]([C:16]2[CH:21]=[CH:20][C:19]([F:22])=[CH:18][CH:17]=2)=[C:14]([C:23]2[S:24][CH:25]=[C:26]([CH2:28][C:29](O)=O)[N:27]=2)[CH:13]=[N:12]1)([CH3:10])([CH3:9])[CH3:8].[CH2:32]1[CH2:36]OCC1, predict the reaction product. The product is: [C:7]([N:11]1[C:15]([C:16]2[CH:21]=[CH:20][C:19]([F:22])=[CH:18][CH:17]=2)=[C:14]([C:23]2[S:24][CH:25]=[C:26]([CH2:28][CH2:29][N:27]3[CH2:32][CH2:36][S:24][CH2:25][CH2:26]3)[N:27]=2)[CH:13]=[N:12]1)([CH3:10])([CH3:9])[CH3:8]. (7) Given the reactants [NH2:1][C@H:2]([CH3:5])[CH2:3][OH:4].[CH:6](=O)[C:7]1[CH:12]=[CH:11][CH:10]=[CH:9][CH:8]=1.[BH4-].[Na+].CO, predict the reaction product. The product is: [CH2:6]([NH:1][C@H:2]([CH3:5])[CH2:3][OH:4])[C:7]1[CH:12]=[CH:11][CH:10]=[CH:9][CH:8]=1.